Task: Predict the reactants needed to synthesize the given product.. Dataset: Full USPTO retrosynthesis dataset with 1.9M reactions from patents (1976-2016) Given the product [CH3:1][N:2]1[CH:6]=[C:5](/[CH:7]=[CH:19]/[C:20]([O:22][CH2:23][CH3:24])=[O:21])[CH:4]=[N:3]1, predict the reactants needed to synthesize it. The reactants are: [CH3:1][N:2]1[CH:6]=[C:5]([CH:7]=O)[CH:4]=[N:3]1.[H-].[Na+].C(OP([CH2:19][C:20]([O:22][CH2:23][CH3:24])=[O:21])(OCC)=O)C.CN(C)C=O.